From a dataset of Full USPTO retrosynthesis dataset with 1.9M reactions from patents (1976-2016). Predict the reactants needed to synthesize the given product. (1) The reactants are: [FH:1].[K].[O:3]1[C:5]2([CH2:10][CH2:9][N:8]([C:11]([O:13][CH2:14][C:15]3[CH:20]=[CH:19][CH:18]=[CH:17][CH:16]=3)=[O:12])[CH2:7][CH2:6]2)[CH2:4]1. Given the product [F:1][CH2:4][C:5]1([OH:3])[CH2:10][CH2:9][N:8]([C:11]([O:13][CH2:14][C:15]2[CH:20]=[CH:19][CH:18]=[CH:17][CH:16]=2)=[O:12])[CH2:7][CH2:6]1, predict the reactants needed to synthesize it. (2) Given the product [CH3:33][C:28]1([CH3:34])[C:29]([CH3:32])([CH3:31])[O:30][B:26]([C:2]2[CH:24]=[CH:23][C:5]([O:6][CH2:7][C:8]3[C:13]([CH2:14][CH3:15])=[CH:12][CH:11]=[CH:10][C:9]=3[N:16]3[C:20](=[O:21])[N:19]([CH3:22])[N:18]=[N:17]3)=[C:4]([CH3:25])[CH:3]=2)[O:27]1, predict the reactants needed to synthesize it. The reactants are: Br[C:2]1[CH:24]=[CH:23][C:5]([O:6][CH2:7][C:8]2[C:13]([CH2:14][CH3:15])=[CH:12][CH:11]=[CH:10][C:9]=2[N:16]2[C:20](=[O:21])[N:19]([CH3:22])[N:18]=[N:17]2)=[C:4]([CH3:25])[CH:3]=1.[B:26]1([B:26]2[O:30][C:29]([CH3:32])([CH3:31])[C:28]([CH3:34])([CH3:33])[O:27]2)[O:30][C:29]([CH3:32])([CH3:31])[C:28]([CH3:34])([CH3:33])[O:27]1.C([O-])(=O)C.[K+].CS(C)=O. (3) Given the product [CH2:31]([O:33][CH2:34][CH2:35][NH:36][C:13]([C:11]1[CH:10]=[CH:9][C:8]2[N:4]([CH2:3][CH2:2][F:1])[C:5]([NH:16][C:17]3[S:18][C:19]4[CH:25]=[C:24]([O:26][C:27]([F:30])([F:28])[F:29])[CH:23]=[CH:22][C:20]=4[N:21]=3)=[N:6][C:7]=2[CH:12]=1)=[O:15])[CH3:32], predict the reactants needed to synthesize it. The reactants are: [F:1][CH2:2][CH2:3][N:4]1[C:8]2[CH:9]=[CH:10][C:11]([C:13]([OH:15])=O)=[CH:12][C:7]=2[N:6]=[C:5]1[NH:16][C:17]1[S:18][C:19]2[CH:25]=[C:24]([O:26][C:27]([F:30])([F:29])[F:28])[CH:23]=[CH:22][C:20]=2[N:21]=1.[CH2:31]([O:33][CH2:34][CH2:35][NH2:36])[CH3:32].CN(C(ON1N=NC2C=CC=CC1=2)=[N+](C)C)C.F[P-](F)(F)(F)(F)F.CCN(C(C)C)C(C)C. (4) Given the product [CH3:18][O:19][C:20]1[CH:21]=[CH:22][CH:23]=[CH:24][C:25]=1[C:38]1[N:4]2[N:5]=[C:6]([C:10]3[CH:11]=[CH:12][C:13]([O:16][CH3:17])=[CH:14][CH:15]=3)[C:7](=[O:9])[NH:8][C:3]2=[N:1][N:2]=1, predict the reactants needed to synthesize it. The reactants are: [NH:1]([C:3]1[NH:4][N:5]=[C:6]([C:10]2[CH:15]=[CH:14][C:13]([O:16][CH3:17])=[CH:12][CH:11]=2)[C:7](=[O:9])[N:8]=1)[NH2:2].[CH3:18][O:19][C:20]1[CH:25]=[CH:24][C:23](C2C(=O)N=C(SC)NN=2)=[CH:22][CH:21]=1.O.NN.[CH2:38](O)C. (5) Given the product [NH2:22][CH2:2][C:3]1[N:12]([C:13]2[CH:18]=[CH:17][CH:16]=[CH:15][C:14]=2[CH3:19])[C:11](=[O:20])[C:10]2[C:5](=[CH:6][CH:7]=[CH:8][C:9]=2[CH3:21])[N:4]=1, predict the reactants needed to synthesize it. The reactants are: Cl[CH2:2][C:3]1[N:12]([C:13]2[CH:18]=[CH:17][CH:16]=[CH:15][C:14]=2[CH3:19])[C:11](=[O:20])[C:10]2[C:5](=[CH:6][CH:7]=[CH:8][C:9]=2[CH3:21])[N:4]=1.[N-:22]=[N+]=[N-].[Na+].C([O-])=O.[NH4+]. (6) Given the product [CH2:1]([O:3][C:4]([C:6]1[C:7]([CH:19]([CH3:20])[CH3:21])=[C:8]2[N:13]([CH:14]=1)[CH:12]=[C:11]([CH2:15][N:16]1[CH:26]=[C:25]([C:24]([OH:29])([C:23]([F:31])([F:30])[F:22])[CH2:27][CH3:28])[N:18]=[N:17]1)[CH:10]=[CH:9]2)=[O:5])[CH3:2], predict the reactants needed to synthesize it. The reactants are: [CH2:1]([O:3][C:4]([C:6]1[C:7]([CH:19]([CH3:21])[CH3:20])=[C:8]2[N:13]([CH:14]=1)[CH:12]=[C:11]([CH2:15][N:16]=[N+:17]=[N-:18])[CH:10]=[CH:9]2)=[O:5])[CH3:2].[F:22][C:23]([F:31])([F:30])[C:24]([OH:29])([CH2:27][CH3:28])[C:25]#[CH:26]. (7) Given the product [C:10]([O:14][C:15]([NH:1][CH2:2][CH2:3][CH2:4][C:5]([CH3:9])([CH3:8])[CH2:6][OH:7])=[O:16])([CH3:13])([CH3:12])[CH3:11], predict the reactants needed to synthesize it. The reactants are: [NH2:1][CH2:2][CH2:3][CH2:4][C:5]([CH3:9])([CH3:8])[CH2:6][OH:7].[C:10]([O:14][C:15](O[C:15]([O:14][C:10]([CH3:13])([CH3:12])[CH3:11])=[O:16])=[O:16])([CH3:13])([CH3:12])[CH3:11].[OH-].[Na+]. (8) Given the product [Cl:26][C:27]1[CH:32]=[C:31]([F:33])[CH:30]=[CH:29][C:28]=1[C:2]1[CH:7]=[CH:6][N:5]=[CH:4][C:3]=1[N:8]([CH3:25])[C:9](=[O:24])[C:10]1[CH:15]=[C:14]([C:16]([F:19])([F:18])[F:17])[CH:13]=[C:12]([C:20]([F:23])([F:22])[F:21])[CH:11]=1, predict the reactants needed to synthesize it. The reactants are: Br[C:2]1[CH:7]=[CH:6][N:5]=[CH:4][C:3]=1[N:8]([CH3:25])[C:9](=[O:24])[C:10]1[CH:15]=[C:14]([C:16]([F:19])([F:18])[F:17])[CH:13]=[C:12]([C:20]([F:23])([F:22])[F:21])[CH:11]=1.[Cl:26][C:27]1[CH:32]=[C:31]([F:33])[CH:30]=[CH:29][C:28]=1B(O)O. (9) Given the product [F:21][C:18]([F:20])([F:19])[C:15]1[CH:14]=[CH:13][C:12]([NH:11][C:4]2[C:5]3[CH2:10][N:9]([C:22]4[CH:27]=[CH:26][CH:25]=[CH:24][CH:23]=4)[CH2:8][CH2:7][C:6]=3[N:1]=[CH:2][N:3]=2)=[CH:17][CH:16]=1, predict the reactants needed to synthesize it. The reactants are: [N:1]1[C:6]2[CH2:7][CH2:8][NH:9][CH2:10][C:5]=2[C:4]([NH:11][C:12]2[CH:17]=[CH:16][C:15]([C:18]([F:21])([F:20])[F:19])=[CH:14][CH:13]=2)=[N:3][CH:2]=1.[C:22]1(B(O)O)[CH:27]=[CH:26][CH:25]=[CH:24][CH:23]=1.C(N(CC)CC)C.